From a dataset of NCI-60 drug combinations with 297,098 pairs across 59 cell lines. Regression. Given two drug SMILES strings and cell line genomic features, predict the synergy score measuring deviation from expected non-interaction effect. Drug 1: C1=CC(=C2C(=C1NCCNCCO)C(=O)C3=C(C=CC(=C3C2=O)O)O)NCCNCCO. Drug 2: CC1CCCC2(C(O2)CC(NC(=O)CC(C(C(=O)C(C1O)C)(C)C)O)C(=CC3=CSC(=N3)C)C)C. Cell line: NCI-H522. Synergy scores: CSS=51.3, Synergy_ZIP=-0.313, Synergy_Bliss=-0.0228, Synergy_Loewe=0.455, Synergy_HSA=0.858.